This data is from Forward reaction prediction with 1.9M reactions from USPTO patents (1976-2016). The task is: Predict the product of the given reaction. (1) Given the reactants C[O:2][C:3]([C@@H:5]1[CH2:9][C@@H:8]([S:10]([C:13]2[CH:18]=[CH:17][CH:16]=[CH:15][C:14]=2[C:19]([F:22])([F:21])[F:20])(=[O:12])=[O:11])[CH2:7][N:6]1[C:23]1[N:24]([C:29]2[CH:34]=[CH:33][N:32]=[C:31]([CH3:35])[CH:30]=2)[N:25]=[C:26]([CH3:28])[CH:27]=1)=[O:4].[OH-].[Li+], predict the reaction product. The product is: [CH3:28][C:26]1[CH:27]=[C:23]([N:6]2[CH2:7][C@H:8]([S:10]([C:13]3[CH:18]=[CH:17][CH:16]=[CH:15][C:14]=3[C:19]([F:20])([F:21])[F:22])(=[O:12])=[O:11])[CH2:9][C@H:5]2[C:3]([OH:4])=[O:2])[N:24]([C:29]2[CH:34]=[CH:33][N:32]=[C:31]([CH3:35])[CH:30]=2)[N:25]=1. (2) Given the reactants [NH2:1][C:2]1[S:3][CH:4]=[C:5]([C:7]2[CH:12]=[CH:11][CH:10]=[C:9]([O:13][CH3:14])[CH:8]=2)[N:6]=1.[Cl:15][CH2:16][C:17]([N:19]1[CH2:28][CH2:27][C:22]2([O:26][CH2:25][CH2:24][O:23]2)[CH2:21][CH2:20]1)=O, predict the reaction product. The product is: [ClH:15].[CH3:14][O:13][C:9]1[CH:8]=[C:7]([C:5]2[N:6]3[CH:16]=[C:17]([N:19]4[CH2:20][CH2:21][C:22]5([O:26][CH2:25][CH2:24][O:23]5)[CH2:27][CH2:28]4)[N:1]=[C:2]3[S:3][CH:4]=2)[CH:12]=[CH:11][CH:10]=1. (3) Given the reactants Br[C:2]1[CH:3]=[CH:4][C:5]([O:12][CH3:13])=[C:6]([CH:11]=1)[CH2:7][N:8]([CH3:10])[CH3:9].[CH2:14]([O:18]C=C)[CH2:15]CC.C1(P(C2C=CC=CC=2)CCCP(C2C=CC=CC=2)C2C=CC=CC=2)C=CC=CC=1.C(=O)([O-])[O-].[K+].[K+].Cl, predict the reaction product. The product is: [CH3:9][N:8]([CH2:7][C:6]1[CH:11]=[C:2]([C:14](=[O:18])[CH3:15])[CH:3]=[CH:4][C:5]=1[O:12][CH3:13])[CH3:10]. (4) Given the reactants [Si:1]([O:8][C@@H:9]1[C@H:13]([CH2:14][O:15][Si:16]([C:19]([CH3:22])([CH3:21])[CH3:20])([CH3:18])[CH3:17])[CH2:12][C@@H:11]([NH2:23])[CH2:10]1)([C:4]([CH3:7])([CH3:6])[CH3:5])([CH3:3])[CH3:2].[Cl:24][C:25]1[CH:30]=[C:29](Cl)[N:28]=[CH:27][N:26]=1.CCN(CC)CC, predict the reaction product. The product is: [Si:1]([O:8][C@@H:9]1[C@H:13]([CH2:14][O:15][Si:16]([C:19]([CH3:22])([CH3:21])[CH3:20])([CH3:17])[CH3:18])[CH2:12][C@@H:11]([NH:23][C:29]2[CH:30]=[C:25]([Cl:24])[N:26]=[CH:27][N:28]=2)[CH2:10]1)([C:4]([CH3:7])([CH3:6])[CH3:5])([CH3:3])[CH3:2]. (5) The product is: [CH3:8][C:5]1[CH:6]=[CH:7][C:2]([C:19]([OH:20])([CH3:21])[CH3:18])=[CH:3][C:4]=1[C:9]([F:12])([F:11])[F:10]. Given the reactants Br[C:2]1[CH:7]=[CH:6][C:5]([CH3:8])=[C:4]([C:9]([F:12])([F:11])[F:10])[CH:3]=1.[Li]CCCC.[CH3:18][C:19]([CH3:21])=[O:20], predict the reaction product. (6) Given the reactants Cl[C:2]1[CH:7]=[C:6]([C:8]2[S:9][CH:10]=[C:11]([C:13]3[C:18](=[O:19])[NH:17][C:16]([CH3:20])=[C:15]([C:21]([O:23][CH2:24][CH3:25])=[O:22])[CH:14]=3)[N:12]=2)[CH:5]=[CH:4][N:3]=1.[CH2:26]([NH2:33])[C:27]1[CH:32]=[CH:31][CH:30]=[CH:29][CH:28]=1, predict the reaction product. The product is: [CH3:20][C:16]1[NH:17][C:18](=[O:19])[C:13]([C:11]2[N:12]=[C:8]([C:6]3[CH:5]=[CH:4][N:3]=[C:2]([NH:33][CH2:26][C:27]4[CH:32]=[CH:31][CH:30]=[CH:29][CH:28]=4)[CH:7]=3)[S:9][CH:10]=2)=[CH:14][C:15]=1[C:21]([O:23][CH2:24][CH3:25])=[O:22]. (7) Given the reactants [N+:1]([C:4]1[CH:5]=[C:6]2[C:10](=[CH:11][CH:12]=1)[N:9]([CH2:13][CH:14]1[CH2:19][CH2:18][N:17]([C:20]([O:22][C:23]([CH3:26])([CH3:25])[CH3:24])=[O:21])[CH2:16][CH2:15]1)[CH:8]=[CH:7]2)([O-])=O, predict the reaction product. The product is: [NH2:1][C:4]1[CH:5]=[C:6]2[C:10](=[CH:11][CH:12]=1)[N:9]([CH2:13][CH:14]1[CH2:15][CH2:16][N:17]([C:20]([O:22][C:23]([CH3:26])([CH3:25])[CH3:24])=[O:21])[CH2:18][CH2:19]1)[CH:8]=[CH:7]2. (8) Given the reactants [F:1][C:2]1[CH:7]=[CH:6][C:5]([CH3:8])=[CH:4][N:3]=1.C(Cl)(Cl)(Cl)Cl.C1C(=O)N([Br:21])C(=O)C1, predict the reaction product. The product is: [Br:21][CH2:8][C:5]1[CH:6]=[CH:7][C:2]([F:1])=[N:3][CH:4]=1. (9) Given the reactants [CH2:1]([CH:8]1[C:14](=[O:15])[C:13](=[N:16]O)[CH:12]2[CH2:18][CH:9]1[CH2:10][CH2:11]2)[C:2]1[CH:7]=[CH:6][CH:5]=[CH:4][N:3]=1.Cl.[H][H], predict the reaction product. The product is: [CH2:1]([CH:8]1[C:14](=[O:15])[CH:13]([NH2:16])[CH:12]2[CH2:18][CH:9]1[CH2:10][CH2:11]2)[C:2]1[CH:7]=[CH:6][CH:5]=[CH:4][N:3]=1. (10) The product is: [CH3:29][C:13]1([CH3:30])[O:12][CH2:11][C:10]2[C:16](=[CH:17][NH:8][N:9]=2)[C:15]2[N:18]=[C:19]([NH:21][C:22]3[N:27]=[C:26]([CH3:28])[CH:25]=[CH:24][N:23]=3)[S:20][C:14]1=2. Given the reactants COC1C=CC(C[N:8]2[CH:17]=[C:16]3[C:10]([CH2:11][O:12][C:13]([CH3:30])([CH3:29])[C:14]4[S:20][C:19]([NH:21][C:22]5[N:27]=[C:26]([CH3:28])[CH:25]=[CH:24][N:23]=5)=[N:18][C:15]=43)=[N:9]2)=CC=1, predict the reaction product.